Dataset: Forward reaction prediction with 1.9M reactions from USPTO patents (1976-2016). Task: Predict the product of the given reaction. (1) The product is: [C:15]([O:19][C:20]([N:22]1[CH2:31][CH2:30][C:29]2[C:24](=[CH:25][C:26]([NH:32][C:6]3[N:7]=[C:2]([Cl:1])[CH:3]=[C:4]([N:9]4[CH2:14][CH2:13][O:12][CH2:11][CH2:10]4)[N:5]=3)=[CH:27][CH:28]=2)[CH2:23]1)=[O:21])([CH3:18])([CH3:16])[CH3:17]. Given the reactants [Cl:1][C:2]1[N:7]=[C:6](I)[N:5]=[C:4]([N:9]2[CH2:14][CH2:13][O:12][CH2:11][CH2:10]2)[CH:3]=1.[C:15]([O:19][C:20]([N:22]1[CH2:31][CH2:30][C:29]2[C:24](=[CH:25][C:26]([NH2:32])=[CH:27][CH:28]=2)[CH2:23]1)=[O:21])([CH3:18])([CH3:17])[CH3:16].CC(C)([O-])C.[Na+], predict the reaction product. (2) Given the reactants [F:1][C:2]([F:14])([F:13])[C:3]1[CH:12]=[CH:11][C:6]([C:7]([NH:9][NH2:10])=[O:8])=[CH:5][CH:4]=1.[CH2:15](OC(OCC)OCC)C, predict the reaction product. The product is: [F:1][C:2]([F:13])([F:14])[C:3]1[CH:12]=[CH:11][C:6]([C:7]2[O:8][CH:15]=[N:10][N:9]=2)=[CH:5][CH:4]=1.